Dataset: Forward reaction prediction with 1.9M reactions from USPTO patents (1976-2016). Task: Predict the product of the given reaction. Given the reactants [C:1]([O:5][C:6]([N:8]1[CH2:13][CH2:12][CH:11]([N:14]2[C:18]3=[N:19][CH:20]=[N:21][C:22](Cl)=[C:17]3[CH:16]=[N:15]2)[CH2:10][CH2:9]1)=[O:7])([CH3:4])([CH3:3])[CH3:2].[Cl:24][C:25]1[CH:30]=[CH:29][C:28]([OH:31])=[CH:27][C:26]=1[C:32]([F:35])([F:34])[F:33], predict the reaction product. The product is: [C:1]([O:5][C:6]([N:8]1[CH2:9][CH2:10][CH:11]([N:14]2[C:18]3=[N:19][CH:20]=[N:21][C:22]([O:31][C:28]4[CH:29]=[CH:30][C:25]([Cl:24])=[C:26]([C:32]([F:35])([F:33])[F:34])[CH:27]=4)=[C:17]3[CH:16]=[N:15]2)[CH2:12][CH2:13]1)=[O:7])([CH3:4])([CH3:3])[CH3:2].